This data is from Experimentally validated miRNA-target interactions with 360,000+ pairs, plus equal number of negative samples. The task is: Binary Classification. Given a miRNA mature sequence and a target amino acid sequence, predict their likelihood of interaction. (1) The miRNA is hsa-miR-6512-3p with sequence UUCCAGCCCUUCUAAUGGUAGG. The protein sequence of the target gene is MLQKPKSVKLRALRSPRKFGVAGRSCQEVLRKGCLRFQLPERGSRLCLYEDGTELTEDYFPSVPDNAELVLLTLGQAWQGYVSDIRRFLSAFHEPQVGLIQAAQQLLCDEQAPQRQRLLADLLHNVSQNIAAETRAEDPPWFEGLESRFQSKSGYLRYSCESRIRSYLREVSSYPSTVGAEAQEEFLRVLGSMCQRLRSMQYNGSYFDRGAKGGSRLCTPEGWFSCQGPFDMDSCLSRHSINPYSNRESRILFSTWNLDHIIEKKRTIIPTLVEAIKEQDGREVDWEYFYGLLFTSENLK.... Result: 1 (interaction). (2) The miRNA is mmu-miR-711 with sequence GGGACCCGGGGAGAGAUGUAAG. The protein sequence of the target gene is MPRGRCRQQGPRIPIWAAANYANAHPWQQMDKASPGVAYTPLVDPWIERPCCGDTVCVRTTMEQKSTASGTCGGKPAERGPLAGHMPSSRPHRVDFCWVPGSDPGTFDGSPWLLDRFLAQLGDYMSFHFEHYQDNISRVCEILRRLTGRAQAWAAPYLDGDLPLPDDYELFCQDLKEVVQDPNSFAEYHAVVTCPLPLASSQLPVAPQLPVVRQYLARFLEGLALDMGTAPRSLPAAMATPAVSGSNSVSRSALFEQQLTKESTPGPKEPPVLPSSTCSSKPGPVEPASSQPEEAAPTPV.... Result: 0 (no interaction). (3) The miRNA is hsa-miR-4690-3p with sequence GCAGCCCAGCUGAGGCCUCUG. The protein sequence of the target gene is MGAAPSPTQASSRGGGPGPPAPTRAVSSSSRARGGALSALGPSPARPLTTSPAPAPPPRSRPARQQPDPQCWEKRGGAGGDTKGGAAGPGPGRLRGMDAEYPAFEPPLCSELKHLCRRLREAYRELKEDLTPFKDDRYYRLAPMRLYTLSKRHFVLVFVVFFICFGLTIFVGIRGPKVIQTSAANFSLNNSKKLKPIQILSNPLSTYNQQLWLTCVVELDQSKETSIKTSFPMTVKVDGVAQDGTTMYIHNKVHNRTRTLTCAGKCAEIIVAHLGYLNYTQYTVIVGFEHLKLPIKGMNF.... Result: 0 (no interaction). (4) The miRNA is hsa-miR-187-5p with sequence GGCUACAACACAGGACCCGGGC. The protein sequence of the target gene is MPARGGSARPGRGALKPVSVTLLPDTEQPPFLGRARRPGNARAGSLVTGYHEVGQMPAPLSRKIGQKKQRLADSEQQQTPKERLLSTPGLRRSIYFSSPEDHSGRLGPEFFDQPAVTLARAFLGQVLVRRLADGTELRGRIVETEAYLGPEDEAAHSRGGRQTPRNRGMFMKPGTLYVYLIYGMYFCLNVSSQGAGACVLLRALEPLEGLETMRQLRNSLRKSTVGRSLKDRELCSGPSKLCQALAIDKSFDQRDLAQDDAVWLEHGPLESSSPAVVVAAARIGIGHAGEWTQKPLRFYV.... Result: 0 (no interaction). (5) The protein sequence of the target gene is MYPQGRHPAPHQPGQPGFKFTVAESCDRIKDEFQFLQAQYHSLKVEYDKLANEKTEMQRHYVMYYEMSYGLNIEMHKQTEIAKRLNTILAQIMPFLSQEHQQQVAQAVERAKQVTMTELNAIIGQQQLQAQHLSHATHGPPVQLPPHPSGLQPPGIPPVTGSSSGLLALGALGSQAHLTVKDEKNHHELDHRERESSANNSVSPSESLRASEKHRGSADYSMEAKKRKAEEKDSLSRYDSDGDKSDDLVVDVSNEDPATPRVSPAHSPPENGLDKARSLKKDAPTSPASVASSSSTPSSK.... Result: 0 (no interaction). The miRNA is hsa-miR-128-1-5p with sequence CGGGGCCGUAGCACUGUCUGAGA. (6) The miRNA is hsa-miR-6499-3p with sequence AGCAGUGUUUGUUUUGCCCACA. The protein sequence of the target gene is MAEAPPVSGTFKFNTDAAEFIPQEKKNSGLNCGTQRRLDSNRIGRRNYSSPPPCHLSRQVPYDEISAVHQHSYHPSGSKPKSQQTSFQSSPCNKSPKSHGLQNQPWQKLRNEKHHIRVKKAQSLAEQTSDTAGLESSTRSESGTDLREHSPSESEKEVVGADPRGAKPKKATQFVYSYGRGPKVKGKLKCEWSNRTTPKPEDAGPESTKPVGVFHPDSSEASSRKGVLDGYGARRNEQRRYPQKRPPWEVEGARPRPGRNPPKQEGHRHTNAGHRNNMGPIPKDDLNERPAKSTCDSENL.... Result: 1 (interaction).